From a dataset of Forward reaction prediction with 1.9M reactions from USPTO patents (1976-2016). Predict the product of the given reaction. (1) The product is: [Cl:29][C:28]1[C:23]([N:18]2[CH2:17][CH2:16][C:12]3[N:13]=[CH:14][N:15]=[C:10]([NH:9][C:6]4[CH:7]=[N:8][C:3]([C:2]([F:20])([F:1])[F:21])=[CH:4][CH:5]=4)[C:11]=3[CH2:19]2)=[N:24][CH:25]=[CH:26][CH:27]=1. Given the reactants [F:1][C:2]([F:21])([F:20])[C:3]1[N:8]=[CH:7][C:6]([NH:9][C:10]2[C:11]3[CH2:19][NH:18][CH2:17][CH2:16][C:12]=3[N:13]=[CH:14][N:15]=2)=[CH:5][CH:4]=1.Cl[C:23]1[C:28]([Cl:29])=[CH:27][CH:26]=[CH:25][N:24]=1.C(N(CC)C(C)C)(C)C, predict the reaction product. (2) Given the reactants [F:1][C:2]1[CH:7]=[CH:6][C:5]([CH2:8][C:9]2[CH:18]=[C:17]3[C:12]([C:13]([OH:36])=[C:14]([C:31](OCC)=[O:32])[C:15](=[O:30])[N:16]3[CH2:19][CH2:20][CH2:21][N:22]3[CH2:28][CH2:27][CH2:26][CH2:25][CH2:24][C:23]3=[O:29])=[N:11][CH:10]=2)=[CH:4][CH:3]=1.[NH2:37][CH2:38][CH:39]([OH:42])[CH2:40][CH3:41], predict the reaction product. The product is: [F:1][C:2]1[CH:3]=[CH:4][C:5]([CH2:8][C:9]2[CH:18]=[C:17]3[C:12]([C:13]([OH:36])=[C:14]([C:31]([NH:37][CH2:38][CH:39]([OH:42])[CH2:40][CH3:41])=[O:32])[C:15](=[O:30])[N:16]3[CH2:19][CH2:20][CH2:21][N:22]3[CH2:28][CH2:27][CH2:26][CH2:25][CH2:24][C:23]3=[O:29])=[N:11][CH:10]=2)=[CH:6][CH:7]=1.